Dataset: Catalyst prediction with 721,799 reactions and 888 catalyst types from USPTO. Task: Predict which catalyst facilitates the given reaction. Product: [Br:19][C:20]1[N:21]=[CH:22][C:23]([CH2:26][C@H:7]2[C:6]([O:9][CH3:10])=[N:5][C@H:4]([CH:11]([CH3:13])[CH3:12])[C:3]([O:2][CH3:1])=[N:8]2)=[CH:24][CH:25]=1. The catalyst class is: 1. Reactant: [CH3:1][O:2][C:3]1[C@@H:4]([CH:11]([CH3:13])[CH3:12])[N:5]=[C:6]([O:9][CH3:10])[CH2:7][N:8]=1.[Li]CCCC.[Br:19][C:20]1[CH:25]=[CH:24][C:23]([CH2:26]Br)=[CH:22][N:21]=1.